Dataset: Full USPTO retrosynthesis dataset with 1.9M reactions from patents (1976-2016). Task: Predict the reactants needed to synthesize the given product. Given the product [Cl:20][C:3]1[C:4]([C:13]2[CH:18]=[CH:17][C:16]([OH:19])=[CH:15][CH:14]=2)=[N:5][C:6]2[C:11]([C:2]=1[C:25]1[CH:26]=[CH:27][C:22]([F:21])=[CH:23][CH:24]=1)=[CH:10][C:9]([OH:12])=[CH:8][CH:7]=2, predict the reactants needed to synthesize it. The reactants are: Br[C:2]1[C:11]2[C:6](=[CH:7][CH:8]=[C:9]([OH:12])[CH:10]=2)[N:5]=[C:4]([C:13]2[CH:18]=[CH:17][C:16]([OH:19])=[CH:15][CH:14]=2)[C:3]=1[Cl:20].[F:21][C:22]1[CH:27]=[CH:26][C:25](B(O)O)=[CH:24][CH:23]=1.